This data is from Catalyst prediction with 721,799 reactions and 888 catalyst types from USPTO. The task is: Predict which catalyst facilitates the given reaction. (1) Reactant: [Br:1]N1C(=O)CCC1=O.[F:9][C:10]([F:25])([F:24])[C:11]1[N:16]=[CH:15][N:14]=[C:13]([C:17]2[CH:23]=[CH:22][CH:21]=[CH:20][C:18]=2[NH2:19])[CH:12]=1.O. Product: [Br:1][C:22]1[CH:21]=[CH:20][C:18]([NH2:19])=[C:17]([C:13]2[CH:12]=[C:11]([C:10]([F:9])([F:24])[F:25])[N:16]=[CH:15][N:14]=2)[CH:23]=1. The catalyst class is: 15. (2) Reactant: [F:1][C:2]1[CH:10]=[CH:9][C:8]2[N:7]([CH2:11][C:12]3[CH:21]=[CH:20][C:15]([C:16]([O:18][CH3:19])=[O:17])=[CH:14][CH:13]=3)[C:6]3[CH2:22][CH2:23][N:24]([CH2:27][CH2:28]O)[C:25](=[O:26])[C:5]=3[C:4]=2[CH:3]=1.CCN(C(C)C)C(C)C.CS(Cl)(=O)=O.[CH3:44][N:45]1[CH2:50][CH2:49][NH:48][CH2:47][CH2:46]1. Product: [F:1][C:2]1[CH:10]=[CH:9][C:8]2[N:7]([CH2:11][C:12]3[CH:13]=[CH:14][C:15]([C:16]([O:18][CH3:19])=[O:17])=[CH:20][CH:21]=3)[C:6]3[CH2:22][CH2:23][N:24]([CH2:27][CH2:28][N:48]4[CH2:49][CH2:50][N:45]([CH3:44])[CH2:46][CH2:47]4)[C:25](=[O:26])[C:5]=3[C:4]=2[CH:3]=1. The catalyst class is: 10. (3) Reactant: [CH2:1]([O:5][C:6]([N:8](C)[C:9]1([C:21](O)=[O:22])[CH2:18][CH2:17][C:16]2[C:11](=[C:12]([O:19][CH3:20])[CH:13]=[CH:14][CH:15]=2)[CH2:10]1)=[O:7])[CH:2]([CH3:4])[CH3:3].S(O)(O)(=O)=O.[CH2:30]([N:32]([CH2:40][CH3:41])[C:33]1[CH:38]=[CH:37][C:36]([NH2:39])=[CH:35][CH:34]=1)[CH3:31].[CH3:42]CN(CC)CC.CN(C(ON1N=NC2C=CC=CC1=2)=[N+](C)C)C.[B-](F)(F)(F)F. Product: [CH2:40]([N:32]([CH2:30][CH3:31])[C:33]1[CH:38]=[CH:37][C:36]([NH:39][C:21]([C:9]2([NH:8][C:6](=[O:7])[O:5][CH2:1][CH:2]([CH3:4])[CH3:3])[CH2:18][CH2:17][C:16]3[C:11](=[C:12]([O:19][CH3:20])[CH:13]=[CH:14][CH:15]=3)[CH2:10]2)=[O:22])=[C:35]([CH3:42])[CH:34]=1)[CH3:41]. The catalyst class is: 3. (4) Reactant: [N+:1]([C:4]1[CH:13]=[C:12]2[C:7]([C:8]([OH:14])=[N:9][CH:10]=[N:11]2)=[CH:6][CH:5]=1)([O-])=O. Product: [NH2:1][C:4]1[CH:13]=[C:12]2[C:7]([C:8]([OH:14])=[N:9][CH:10]=[N:11]2)=[CH:6][CH:5]=1. The catalyst class is: 394. (5) Reactant: [Br:1][C:2]1[CH:10]=[CH:9][C:5]([C:6](O)=[O:7])=[CH:4][C:3]=1[CH3:11].B. Product: [Br:1][C:2]1[CH:10]=[CH:9][C:5]([CH2:6][OH:7])=[CH:4][C:3]=1[CH3:11]. The catalyst class is: 1. (6) Reactant: [N+:1]([C:4]1[CH:5]=[CH:6][C:7]([N:14]2[CH2:18][CH2:17][CH2:16][CH2:15]2)=[C:8]([NH:10]C(=O)C)[CH:9]=1)([O-:3])=[O:2].Cl.[OH-].[Na+]. Product: [N+:1]([C:4]1[CH:5]=[CH:6][C:7]([N:14]2[CH2:18][CH2:17][CH2:16][CH2:15]2)=[C:8]([CH:9]=1)[NH2:10])([O-:3])=[O:2]. The catalyst class is: 13. (7) Reactant: [C:1]([C:5]1[CH:13]=[C:12]2[C:8]([CH2:9][CH:10]([CH3:15])[C:11]2=O)=[C:7]([C:16]2[CH:21]=[CH:20][CH:19]=[CH:18][CH:17]=2)[C:6]=1[O:22][CH2:23][CH:24]([CH3:26])[CH3:25])([CH3:4])([CH3:3])[CH3:2].[BH4-].[Na+].CO.CC1C=CC(S(O)(=O)=O)=CC=1. Product: [C:1]([C:5]1[CH:13]=[C:12]2[C:8](=[C:7]([C:16]3[CH:17]=[CH:18][CH:19]=[CH:20][CH:21]=3)[C:6]=1[O:22][CH2:23][CH:24]([CH3:26])[CH3:25])[CH2:9][C:10]([CH3:15])=[CH:11]2)([CH3:2])([CH3:3])[CH3:4]. The catalyst class is: 182. (8) Reactant: [Cl:1][C:2]1[CH:3]=[CH:4][C:5]([C:9]2[N:13]([CH2:14][CH:15]3[CH2:20][CH2:19][CH2:18][CH2:17][CH2:16]3)[C:12]3[CH:21]=[C:22]([F:26])[C:23]([F:25])=[CH:24][C:11]=3[N:10]=2)=[C:6]([NH2:8])[CH:7]=1.C[Si]([N-][Si](C)(C)C)(C)C.[Li+].C[O:38][C:39](=O)[C:40]1[CH:45]=[CH:44][C:43]([C:46]2[NH:50][N:49]=[N:48][N:47]=2)=[CH:42][C:41]=1[F:51]. Product: [Cl:1][C:2]1[CH:3]=[CH:4][C:5]([C:9]2[N:13]([CH2:14][CH:15]3[CH2:16][CH2:17][CH2:18][CH2:19][CH2:20]3)[C:12]3[CH:21]=[C:22]([F:26])[C:23]([F:25])=[CH:24][C:11]=3[N:10]=2)=[C:6]([NH:8][C:39](=[O:38])[C:40]2[CH:45]=[CH:44][C:43]([C:46]3[NH:50][N:49]=[N:48][N:47]=3)=[CH:42][C:41]=2[F:51])[CH:7]=1. The catalyst class is: 7. (9) Reactant: [Br:1]Br.[CH3:3][C:4]1([CH3:16])[C:8](=[O:9])[C:7]2[CH:10]=[CH:11][C:12]([CH3:15])=[C:13]([CH3:14])[C:6]=2[O:5]1.S([O-])([O-])=O.[Na+].[Na+]. Product: [Br:1][C:11]1[C:12]([CH3:15])=[C:13]([CH3:14])[C:6]2[O:5][C:4]([CH3:16])([CH3:3])[C:8](=[O:9])[C:7]=2[CH:10]=1. The catalyst class is: 15. (10) The catalyst class is: 92. Product: [NH2:1][C:2]1[C:3]([C:15]2[CH:27]=[CH:26][C:18]([C:19]([O:21][C:22]([CH3:24])([CH3:25])[CH3:23])=[O:20])=[C:17]([F:28])[CH:16]=2)=[N:4][C:5]([CH:8]2[CH2:13][CH2:12][CH:11]([OH:14])[CH2:10][CH2:9]2)=[CH:6][N:7]=1. Reactant: [NH2:1][C:2]1[C:3]([C:15]2[CH:27]=[CH:26][C:18]([C:19]([O:21][C:22]([CH3:25])([CH3:24])[CH3:23])=[O:20])=[C:17]([F:28])[CH:16]=2)=[N:4][C:5]([CH:8]2[CH2:13][CH2:12][C:11](=[O:14])[CH2:10][CH2:9]2)=[CH:6][N:7]=1.[BH4-].[Na+].[NH4+].[Cl-].